From a dataset of Catalyst prediction with 721,799 reactions and 888 catalyst types from USPTO. Predict which catalyst facilitates the given reaction. Reactant: [OH-].[Na+].[Cl:3][C:4]1[CH:5]=[C:6]([CH:22]=[C:23]([Cl:25])[CH:24]=1)[O:7][C:8]1[C:9]([CH2:20][CH3:21])=[N:10][N:11]([CH2:15][C:16]([O:18]C)=[O:17])[C:12]=1[CH2:13][CH3:14]. Product: [Cl:3][C:4]1[CH:5]=[C:6]([CH:22]=[C:23]([Cl:25])[CH:24]=1)[O:7][C:8]1[C:9]([CH2:20][CH3:21])=[N:10][N:11]([CH2:15][C:16]([OH:18])=[O:17])[C:12]=1[CH2:13][CH3:14]. The catalyst class is: 7.